Dataset: Reaction yield outcomes from USPTO patents with 853,638 reactions. Task: Predict the reaction yield, written as a fraction of the theoretical maximum amount of product (1.0 means a 100% yield; for example, 0.34 means a 34% yield). (1) The reactants are [OH:1][C:2]1[C:11]2[C:6](=[CH:7][CH:8]=[CH:9][CH:10]=2)[C:5]([CH:12]=[O:13])=[C:4]([CH3:14])[C:3]=1[CH3:15].[H-].[Na+].Br[CH2:19][C:20]#[C:21][CH3:22]. The catalyst is CN(C)C=O. The product is [CH2:19]([O:1][C:2]1[C:11]2[C:6](=[CH:7][CH:8]=[CH:9][CH:10]=2)[C:5]([CH:12]=[O:13])=[C:4]([CH3:14])[C:3]=1[CH3:15])[C:20]#[C:21][CH3:22]. The yield is 0.560. (2) The reactants are C[N:2](C)[CH:3]=[CH:4][C:5]([C:7]1[C:12](=[O:13])[CH:11]=[CH:10][N:9]([C:14]2[CH:19]=[CH:18][C:17]([S:20]([CH3:23])(=[O:22])=[O:21])=[CH:16][CH:15]=2)[N:8]=1)=O.[C:25]1([NH:31]N)[CH:30]=[CH:29][CH:28]=[CH:27][CH:26]=1. The catalyst is CO. The product is [CH3:23][S:20]([C:17]1[CH:18]=[CH:19][C:14]([N:9]2[CH:10]=[CH:11][C:12](=[O:13])[C:7]([C:5]3[N:31]([C:25]4[CH:30]=[CH:29][CH:28]=[CH:27][CH:26]=4)[N:2]=[CH:3][CH:4]=3)=[N:8]2)=[CH:15][CH:16]=1)(=[O:22])=[O:21]. The yield is 0.0600. (3) The reactants are [F:1][C:2]([F:34])([F:33])[CH:3]([C:24]1[CH:29]=[C:28]([Cl:30])[C:27]([Cl:31])=[C:26]([Cl:32])[CH:25]=1)/[CH:4]=[CH:5]/[C:6]1[CH:23]=[CH:22][C:9]([O:10][N:11]2C(=O)C3C(=CC=CC=3)C2=O)=[CH:8][CH:7]=1.O.NN. The catalyst is CCO. The product is [F:34][C:2]([F:1])([F:33])[CH:3]([C:24]1[CH:25]=[C:26]([Cl:32])[C:27]([Cl:31])=[C:28]([Cl:30])[CH:29]=1)/[CH:4]=[CH:5]/[C:6]1[CH:23]=[CH:22][C:9]([O:10][NH2:11])=[CH:8][CH:7]=1. The yield is 0.530.